Predict which catalyst facilitates the given reaction. From a dataset of Catalyst prediction with 721,799 reactions and 888 catalyst types from USPTO. (1) Reactant: [NH2:1][C:2]1[C:3]([Br:8])=[N:4][CH:5]=[CH:6][CH:7]=1.[F:9][C:10]1[CH:15]=[CH:14][C:13]([S:16](Cl)(=[O:18])=[O:17])=[CH:12][CH:11]=1. Product: [Br:8][C:3]1[C:2]([NH:1][S:16]([C:13]2[CH:14]=[CH:15][C:10]([F:9])=[CH:11][CH:12]=2)(=[O:18])=[O:17])=[CH:7][CH:6]=[CH:5][N:4]=1. The catalyst class is: 272. (2) The catalyst class is: 70. Reactant: [OH:1][C:2]1[CH:7]=[CH:6][CH:5]=[CH:4][C:3]=1B(O)O.Cl[C:12]1[CH:21]=[CH:20][C:15]([C:16]([O:18][CH3:19])=[O:17])=[CH:14][N:13]=1.C(=O)([O-])[O-].[K+].[K+].Cl. Product: [OH:1][C:2]1[CH:7]=[CH:6][CH:5]=[CH:4][C:3]=1[C:12]1[CH:21]=[CH:20][C:15]([C:16]([O:18][CH3:19])=[O:17])=[CH:14][N:13]=1. (3) Reactant: Cl[CH2:2][CH:3]1[O:7][C:6](=[O:8])[N:5]([C:9]2[CH:14]=[CH:13][C:12]([Cl:15])=[CH:11][N:10]=2)[CH2:4]1.[N-:16]=[N+:17]=[N-:18].[Na+]. Product: [N:16]([CH2:2][CH:3]1[O:7][C:6](=[O:8])[N:5]([C:9]2[CH:14]=[CH:13][C:12]([Cl:15])=[CH:11][N:10]=2)[CH2:4]1)=[N+:17]=[N-:18]. The catalyst class is: 35. (4) Reactant: [CH2:1]([O:3][C:4](=[O:18])[CH:5]([O:15][CH2:16][CH3:17])[CH2:6][C:7]1[CH:12]=[CH:11][C:10]([OH:13])=[C:9]([F:14])[CH:8]=1)[CH3:2].[O:19]1[C:23]2[CH:24]=[CH:25][C:26]([C:28]3[S:29][C:30]([CH3:36])=[C:31]([CH2:33][CH2:34]O)[N:32]=3)=[CH:27][C:22]=2[O:21][CH2:20]1.COC(=O)CC(=O)C(Br)C.O1C2C=CC(C(=S)N)=CC=2OC1.C1(P(C2C=CC=CC=2)C2C=CC=CC=2)C=CC=CC=1.N(C(OCC)=O)=NC(OCC)=O. Product: [CH2:1]([O:3][C:4](=[O:18])[CH:5]([O:15][CH2:16][CH3:17])[CH2:6][C:7]1[CH:12]=[CH:11][C:10]([O:13][CH2:34][CH2:33][C:31]2[N:32]=[C:28]([C:26]3[CH:25]=[CH:24][C:23]4[O:19][CH2:20][O:21][C:22]=4[CH:27]=3)[S:29][C:30]=2[CH3:36])=[C:9]([F:14])[CH:8]=1)[CH3:2]. The catalyst class is: 7.